This data is from HIV replication inhibition screening data with 41,000+ compounds from the AIDS Antiviral Screen. The task is: Binary Classification. Given a drug SMILES string, predict its activity (active/inactive) in a high-throughput screening assay against a specified biological target. (1) The drug is COc1cc2c(c(OC)c1OC)C(=O)C1C2N1C(=O)CCCCl. The result is 0 (inactive). (2) The drug is CCCOP(=O)(OCCC)OC(C(F)(F)F)C(F)(F)F. The result is 0 (inactive). (3) The drug is Clc1ccc(C(c2ccc(Cl)cc2)c2cncnc2)cc1. The result is 0 (inactive).